This data is from Full USPTO retrosynthesis dataset with 1.9M reactions from patents (1976-2016). The task is: Predict the reactants needed to synthesize the given product. (1) Given the product [CH3:1][O:2][C:3]([C:5]1([NH:9][C:16]([C:14]2[CH:15]=[N:10][CH:11]=[N:12][CH:13]=2)=[O:17])[CH2:8][CH2:7][CH2:6]1)=[O:4], predict the reactants needed to synthesize it. The reactants are: [CH3:1][O:2][C:3]([C:5]1([NH2:9])[CH2:8][CH2:7][CH2:6]1)=[O:4].[N:10]1[CH:15]=[C:14]([C:16](Cl)=[O:17])[CH:13]=[N:12][CH:11]=1. (2) Given the product [C:1]([CH2:3][CH:4]([N:8]1[CH:12]=[C:11]([C:13]2[C:18]([O:19][CH3:20])=[CH:17][N:16]=[C:15]([NH:21][C:22]3[CH:23]=[C:24]([CH:28]=[CH:29][CH:30]=3)[C:25]([NH:37][CH:34]3[CH2:35][CH2:36][O:31][CH2:32][CH2:33]3)=[O:27])[N:14]=2)[CH:10]=[N:9]1)[CH:5]1[CH2:7][CH2:6]1)#[N:2], predict the reactants needed to synthesize it. The reactants are: [C:1]([CH2:3][CH:4]([N:8]1[CH:12]=[C:11]([C:13]2[C:18]([O:19][CH3:20])=[CH:17][N:16]=[C:15]([NH:21][C:22]3[CH:23]=[C:24]([CH:28]=[CH:29][CH:30]=3)[C:25]([OH:27])=O)[N:14]=2)[CH:10]=[N:9]1)[CH:5]1[CH2:7][CH2:6]1)#[N:2].[O:31]1[CH2:36][CH2:35][CH:34]([NH2:37])[CH2:33][CH2:32]1.F[P-](F)(F)(F)(F)F.N1(O[P+](N(C)C)(N(C)C)N(C)C)C2C=CC=CC=2N=N1.CN(C)C=O.C(N(CC)C(C)C)(C)C. (3) Given the product [CH2:40]([O:39][C:37]([C:32]1([NH:31][C:30]([CH:9]2[CH2:10][CH:11]([O:13][C:14]3[CH:19]=[C:18]([C:20]4[CH:21]=[CH:22][C:23]([O:26][CH3:27])=[CH:24][CH:25]=4)[N:17]=[C:16]([O:28][CH3:29])[N:15]=3)[CH2:12][CH:8]2[C:6]([OH:7])=[O:5])=[O:42])[CH2:34][CH:33]1[CH:35]=[CH2:36])=[O:38])[CH3:41], predict the reactants needed to synthesize it. The reactants are: C([O:5][C:6]([CH:8]1[CH2:12][CH:11]([O:13][C:14]2[CH:19]=[C:18]([C:20]3[CH:25]=[CH:24][C:23]([O:26][CH3:27])=[CH:22][CH:21]=3)[N:17]=[C:16]([O:28][CH3:29])[N:15]=2)[CH2:10][CH:9]1[C:30](=[O:42])[NH:31][C:32]1([C:37]([O:39][CH2:40][CH3:41])=[O:38])[CH2:34][CH:33]1[CH:35]=[CH2:36])=[O:7])(C)(C)C.C([SiH](CC)CC)C. (4) Given the product [CH3:1][C:2]1[C:7](/[CH:8]=[C:9](\[CH2:15][CH2:16][CH2:17][CH3:18])/[C:10]([OH:12])=[O:11])=[C:6]([O:19][CH3:20])[C:5]([O:21][CH3:22])=[C:4]([O:23][CH3:24])[C:3]=1[O:25][CH3:26], predict the reactants needed to synthesize it. The reactants are: [CH3:1][C:2]1[C:7](/[CH:8]=[C:9](\[CH2:15][CH2:16][CH2:17][CH3:18])/[C:10]([O:12]CC)=[O:11])=[C:6]([O:19][CH3:20])[C:5]([O:21][CH3:22])=[C:4]([O:23][CH3:24])[C:3]=1[O:25][CH3:26].